The task is: Predict the product of the given reaction.. This data is from Forward reaction prediction with 1.9M reactions from USPTO patents (1976-2016). (1) Given the reactants [OH-].[Na+].Cl[CH2:4][C:5]([OH:7])=O.[CH2:8](Cl)[CH2:9][CH2:10][CH2:11][CH2:12][CH3:13].[N+]([O-])(O)=O.[C:19](O)(=O)[CH3:20].[CH2:23](O)[CH3:24], predict the reaction product. The product is: [CH2:8]([O:7][CH2:5][CH2:4][CH2:23][CH2:24][CH2:19][CH3:20])[CH2:9][CH2:10][CH2:11][CH2:12][CH3:13]. (2) Given the reactants [CH3:1][C:2]([CH3:19])([CH3:18])[CH2:3][NH:4][C:5]1[C:14]2[C:9](=[CH:10][CH:11]=[C:12]([OH:15])[CH:13]=2)[N:8]=[C:7]([C:16]#[N:17])[N:6]=1.Cl[CH2:21][CH2:22][CH2:23][N:24]1[CH2:29][CH2:28][N:27]([CH2:30][CH2:31][CH3:32])[CH2:26][CH2:25]1.C(=O)([O-])[O-].[Cs+].[Cs+].O, predict the reaction product. The product is: [CH3:1][C:2]([CH3:19])([CH3:18])[CH2:3][NH:4][C:5]1[C:14]2[C:9](=[CH:10][CH:11]=[C:12]([O:15][CH2:21][CH2:22][CH2:23][N:24]3[CH2:25][CH2:26][N:27]([CH2:30][CH2:31][CH3:32])[CH2:28][CH2:29]3)[CH:13]=2)[N:8]=[C:7]([C:16]#[N:17])[N:6]=1. (3) Given the reactants Cl.[Cl:2][C:3]1[C:4]([N:9]2[CH2:14][CH2:13][N:12]([CH2:15][CH2:16][NH:17][CH3:18])[CH2:11][CH2:10]2)=[N:5][CH:6]=[CH:7][N:8]=1.C(N(CC)CC)C.[CH3:26][N:27]1[CH:31]=[C:30]([S:32](Cl)(=[O:34])=[O:33])[CH:29]=[N:28]1.CC(C)=O, predict the reaction product. The product is: [Cl:2][C:3]1[C:4]([N:9]2[CH2:10][CH2:11][N:12]([CH2:15][CH2:16][N:17]([CH3:18])[S:32]([C:30]3[CH:29]=[N:28][N:27]([CH3:26])[CH:31]=3)(=[O:34])=[O:33])[CH2:13][CH2:14]2)=[N:5][CH:6]=[CH:7][N:8]=1. (4) Given the reactants [CH:1]1[C:11]2[CH:10]([CH2:12][CH2:13][OH:14])[S:9][C:8]3[CH:15]=[CH:16][CH:17]=[CH:18][C:7]=3[O:6][C:5]=2[CH:4]=[CH:3][CH:2]=1.CS(Cl)(=O)=O.O[C:25]1[CH:30]=[CH:29][C:28]([CH2:31][CH:32]([O:38][CH2:39][CH3:40])[C:33]([O:35][CH2:36][CH3:37])=[O:34])=[CH:27][CH:26]=1.C(=O)([O-])[O-].[K+].[K+], predict the reaction product. The product is: [CH2:39]([O:38][CH:32]([CH2:31][C:28]1[CH:27]=[CH:26][C:25]([O:14][CH2:13][CH2:12][CH:10]2[S:9][C:8]3[CH:15]=[CH:16][CH:17]=[CH:18][C:7]=3[O:6][C:5]3[CH:4]=[CH:3][CH:2]=[CH:1][C:11]2=3)=[CH:30][CH:29]=1)[C:33]([O:35][CH2:36][CH3:37])=[O:34])[CH3:40]. (5) Given the reactants [NH:1]([C:3]1[CH:21]=[CH:20][C:6]([C:7]([NH:9][C:10]2[CH:15]=[CH:14][C:13]([C:16]([F:19])([F:18])[F:17])=[CH:12][CH:11]=2)=[O:8])=[CH:5][N:4]=1)[NH2:2].[C:22]([NH:25][CH:26]([C:32](=O)[CH3:33])[C:27](OCC)=[O:28])(=[O:24])[CH3:23], predict the reaction product. The product is: [C:22]([NH:25][C:26]1[C:27](=[O:28])[N:1]([C:3]2[CH:21]=[CH:20][C:6]([C:7]([NH:9][C:10]3[CH:11]=[CH:12][C:13]([C:16]([F:19])([F:17])[F:18])=[CH:14][CH:15]=3)=[O:8])=[CH:5][N:4]=2)[NH:2][C:32]=1[CH3:33])(=[O:24])[CH3:23]. (6) Given the reactants C([O:3][C:4](=[O:32])[CH2:5][NH:6][C:7]([O:9][CH2:10][CH2:11][O:12][CH2:13][CH2:14][NH:15][C:16]([O:18][CH2:19][CH2:20][O:21][CH2:22][CH2:23][NH:24][C:25]([O:27][C:28]([CH3:31])([CH3:30])[CH3:29])=[O:26])=[O:17])=[O:8])C.[OH-].[Li+], predict the reaction product. The product is: [C:28]([O:27][C:25]([NH:24][CH2:23][CH2:22][O:21][CH2:20][CH2:19][O:18][C:16]([NH:15][CH2:14][CH2:13][O:12][CH2:11][CH2:10][O:9][C:7]([NH:6][CH2:5][C:4]([OH:32])=[O:3])=[O:8])=[O:17])=[O:26])([CH3:31])([CH3:29])[CH3:30]. (7) Given the reactants [CH3:1][C:2]12[CH2:7][CH:6]1[C:5](=[O:8])[O:4][C:3]2=[O:9].[NH2:10][C:11]1[CH:16]=[CH:15][C:14]([Cl:17])=[CH:13][N:12]=1, predict the reaction product. The product is: [Cl:17][C:14]1[CH:15]=[CH:16][C:11]([NH:10][C:5]([CH:6]2[CH2:7][C:2]2([CH3:1])[C:3]([OH:4])=[O:9])=[O:8])=[N:12][CH:13]=1. (8) Given the reactants [NH2:1][C:2]1[N:16]=[CH:15][C:14](Br)=[CH:13][C:3]=1[C:4]([NH:6][C:7]1[CH:12]=[CH:11][N:10]=[CH:9][CH:8]=1)=[O:5].[CH:18]([C:20]1[CH:25]=[CH:24][CH:23]=[CH:22][C:21]=1B(O)O)=[O:19], predict the reaction product. The product is: [NH2:1][C:2]1[N:16]=[CH:15][C:14]([C:21]2[CH:22]=[CH:23][CH:24]=[CH:25][C:20]=2[CH:18]=[O:19])=[CH:13][C:3]=1[C:4]([NH:6][C:7]1[CH:12]=[CH:11][N:10]=[CH:9][CH:8]=1)=[O:5].